This data is from Catalyst prediction with 721,799 reactions and 888 catalyst types from USPTO. The task is: Predict which catalyst facilitates the given reaction. (1) Reactant: FC(F)(F)C(O)=O.[Cl:8][C:9]1[CH:10]=[C:11]([NH:23][C:24]2[C:33]3[C:28](=[CH:29][CH:30]=[C:31]([NH:34][C:35](=[O:43])[CH:36]=[C:37]4[CH2:42][CH2:41][NH:40][CH2:39][CH2:38]4)[CH:32]=3)[N:27]=[CH:26][N:25]=2)[CH:12]=[CH:13][C:14]=1[O:15][CH2:16][C:17]1[CH:22]=[CH:21][CH:20]=[CH:19][N:18]=1. Product: [Cl:8][C:9]1[CH:10]=[C:11]([NH:23][C:24]2[C:33]3[C:28](=[CH:29][CH:30]=[C:31]([NH:34][C:35](=[O:43])[CH:36]=[C:37]4[CH2:42][CH2:41][NH:40][CH2:39][CH2:38]4)[CH:32]=3)[N:27]=[CH:26][N:25]=2)[CH:12]=[CH:13][C:14]=1[O:15][CH2:16][C:17]1[CH:22]=[CH:21][CH:20]=[CH:19][N:18]=1. The catalyst class is: 13. (2) Reactant: I[C:2]1[C:10]2[C:5](=[N:6][CH:7]=[C:8]([CH3:11])[CH:9]=2)[N:4]([Si:12]([CH:19]([CH3:21])[CH3:20])([CH:16]([CH3:18])[CH3:17])[CH:13]([CH3:15])[CH3:14])[CH:3]=1.C([Mg]Cl)(C)C.[C:27]([O:31][C:32](=[O:52])[N:33]([C:43]1[CH:48]=[CH:47][C:46]([CH:49]=[O:50])=[C:45]([F:51])[N:44]=1)[CH2:34][C:35]1[CH:40]=[CH:39][C:38]([O:41][CH3:42])=[CH:37][CH:36]=1)([CH3:30])([CH3:29])[CH3:28]. Product: [C:27]([O:31][C:32](=[O:52])[N:33]([C:43]1[CH:48]=[CH:47][C:46]([CH:49]([OH:50])[C:2]2[C:10]3[C:5](=[N:6][CH:7]=[C:8]([CH3:11])[CH:9]=3)[N:4]([Si:12]([CH:19]([CH3:21])[CH3:20])([CH:16]([CH3:18])[CH3:17])[CH:13]([CH3:15])[CH3:14])[CH:3]=2)=[C:45]([F:51])[N:44]=1)[CH2:34][C:35]1[CH:36]=[CH:37][C:38]([O:41][CH3:42])=[CH:39][CH:40]=1)([CH3:30])([CH3:28])[CH3:29]. The catalyst class is: 7. (3) Reactant: C(OC([N:8]1[CH2:13][CH2:12][CH:11]([N:14]2[CH:18]=[C:17]([C:19]3[CH:20]=[N:21][C:22]([NH2:37])=[C:23]([O:25][C@@H:26]([C:28]4[C:33]([Cl:34])=[CH:32][CH:31]=[C:30]([F:35])[C:29]=4[Cl:36])[CH3:27])[CH:24]=3)[CH:16]=[N:15]2)[CH2:10][CH2:9]1)=O)(C)(C)C.Cl.[O:39]1CCOCC1. Product: [C:26]([OH:39])(=[O:25])[CH3:28].[Cl:36][C:29]1[C:30]([F:35])=[CH:31][CH:32]=[C:33]([Cl:34])[C:28]=1[C@H:26]([O:25][C:23]1[C:22]([NH2:37])=[N:21][CH:20]=[C:19]([C:17]2[CH:16]=[N:15][N:14]([CH:11]3[CH2:12][CH2:13][NH:8][CH2:9][CH2:10]3)[CH:18]=2)[CH:24]=1)[CH3:27]. The catalyst class is: 5. (4) Reactant: Cl[C:2]1[N:3]([CH2:10][C@H:11]([O:14][CH:15]2[CH2:20][CH2:19][CH2:18][CH2:17][O:16]2)[CH2:12][OH:13])[CH:4]=[C:5]([N+:7]([O-:9])=[O:8])[N:6]=1.CCCC[N+](CCCC)(CCCC)CCCC.[F-]. Product: [N+:7]([C:5]1[N:6]=[C:2]2[N:3]([CH:4]=1)[CH2:10][C@H:11]([O:14][CH:15]1[CH2:20][CH2:19][CH2:18][CH2:17][O:16]1)[CH2:12][O:13]2)([O-:9])=[O:8]. The catalyst class is: 1. (5) Reactant: CN(C=O)C.[CH2:6]([O:8][C:9]([C:11]1[C:12]([C:16]([F:19])([F:18])[F:17])=[N:13][NH:14][CH:15]=1)=[O:10])[CH3:7].[H-].[Na+].[CH:22](I)([CH3:24])[CH3:23]. Product: [CH2:6]([O:8][C:9]([C:11]1[C:12]([C:16]([F:18])([F:19])[F:17])=[N:13][N:14]([CH:22]([CH3:24])[CH3:23])[CH:15]=1)=[O:10])[CH3:7]. The catalyst class is: 6. (6) Product: [F:1][C:2]1[CH:3]=[C:4]([CH2:8][OH:9])[S:5][C:6]=1[F:7]. Reactant: [F:1][C:2]1[CH:3]=[C:4]([CH:8]2OCC[O:9]2)[S:5][C:6]=1[F:7].Cl. The catalyst class is: 1.